Dataset: Forward reaction prediction with 1.9M reactions from USPTO patents (1976-2016). Task: Predict the product of the given reaction. (1) The product is: [C:31]([C:34]1[CH:39]=[CH:38][CH:37]=[CH:36][C:35]=1[O:1][CH:2]([C:23]1[CH:24]=[CH:25][C:26]([O:29][CH3:30])=[CH:27][CH:28]=1)[CH2:3][CH2:4][N:5]1[CH2:10][CH2:9][CH:8]([C:11]2[CH:12]=[C:13]([NH:17][C:18](=[O:22])[CH:19]([CH3:21])[CH3:20])[CH:14]=[CH:15][CH:16]=2)[CH2:7][CH2:6]1)(=[O:33])[CH3:32]. Given the reactants [OH:1][CH:2]([C:23]1[CH:28]=[CH:27][C:26]([O:29][CH3:30])=[CH:25][CH:24]=1)[CH2:3][CH2:4][N:5]1[CH2:10][CH2:9][CH:8]([C:11]2[CH:12]=[C:13]([NH:17][C:18](=[O:22])[CH:19]([CH3:21])[CH3:20])[CH:14]=[CH:15][CH:16]=2)[CH2:7][CH2:6]1.[C:31]([C:34]1[CH:39]=[CH:38][CH:37]=[CH:36][C:35]=1O)(=[O:33])[CH3:32], predict the reaction product. (2) Given the reactants [Br:1][C:2]1[CH:3]=[N:4][CH:5]=[CH:6][C:7]=1[C:8]1[CH2:12][CH2:11][CH2:10][CH:9]=1.C(OCC)(=O)C, predict the reaction product. The product is: [Br:1][C:2]1[CH:3]=[N:4][CH:5]=[CH:6][C:7]=1[CH:8]1[CH2:12][CH2:11][CH2:10][CH2:9]1. (3) The product is: [Cl:12][C:13]1[CH:18]=[CH:17][CH:16]=[C:15]([Cl:19])[C:14]=1[N:20]1[CH:31]=[CH:30][C:23]2[N:24]=[C:25]([NH:42][C:43]3[CH:48]=[CH:47][C:46]([N:49]4[CH2:54][CH2:53][N:52]([C:55]([O:57][C:58]([CH3:60])([CH3:59])[CH3:61])=[O:56])[CH2:51][CH2:50]4)=[C:45]([F:62])[CH:44]=3)[N:26]=[CH:27][C:22]=2[C:21]1=[O:32]. Given the reactants C1C=C(Cl)C=C(C(OO)=O)C=1.[Cl:12][C:13]1[CH:18]=[CH:17][CH:16]=[C:15]([Cl:19])[C:14]=1[N:20]1[CH:31]=[CH:30][C:23]2[N:24]=[C:25](SC)[N:26]=[CH:27][C:22]=2[C:21]1=[O:32].CCN(C(C)C)C(C)C.[NH2:42][C:43]1[CH:48]=[CH:47][C:46]([N:49]2[CH2:54][CH2:53][N:52]([C:55]([O:57][C:58]([CH3:61])([CH3:60])[CH3:59])=[O:56])[CH2:51][CH2:50]2)=[C:45]([F:62])[CH:44]=1, predict the reaction product. (4) Given the reactants [CH2:1]([N:12]([CH2:17][C:18]([OH:20])=[O:19])[CH2:13][C:14]([OH:16])=[O:15])[CH2:2][N:3]([CH2:8][C:9]([OH:11])=[O:10])[CH2:4][C:5]([OH:7])=[O:6].[Cl-].[Na+:22], predict the reaction product. The product is: [CH2:2]([N:3]([CH2:8][C:9]([O-:11])=[O:10])[CH2:4][C:5]([OH:7])=[O:6])[CH2:1][N:12]([CH2:17][C:18]([O-:20])=[O:19])[CH2:13][C:14]([OH:16])=[O:15].[Na+:22].[Na+:22]. (5) Given the reactants Br[C:2]1[CH:3]=[CH:4][C:5]([F:15])=[C:6]([C:8]2[CH:13]=[CH:12][C:11]([F:14])=[CH:10][N:9]=2)[CH:7]=1.[B:16]1(B2OCC(C)(C)CO2)[O:21]CC(C)(C)C[O:17]1.C([O-])(=O)C.[K+], predict the reaction product. The product is: [F:15][C:5]1[CH:4]=[CH:3][C:2]([B:16]([OH:21])[OH:17])=[CH:7][C:6]=1[C:8]1[CH:13]=[CH:12][C:11]([F:14])=[CH:10][N:9]=1. (6) Given the reactants [Br:1][C:2]1[CH:7]=[C:6]([F:8])[CH:5]=[CH:4][C:3]=1[CH:9]1[N:14]=[C:13]([C:15]2[S:16][CH:17]=[CH:18][N:19]=2)[NH:12][C:11]([CH2:20][N:21]2[CH2:26][CH2:25][O:24][CH2:23][C@H:22]2[C:27](O)=[O:28])=[C:10]1[C:30]([O:32][CH2:33][CH3:34])=[O:31].[NH2:35][CH2:36][CH2:37][OH:38], predict the reaction product. The product is: [Br:1][C:2]1[CH:7]=[C:6]([F:8])[CH:5]=[CH:4][C:3]=1[CH:9]1[C:10]([C:30]([O:32][CH2:33][CH3:34])=[O:31])=[C:11]([CH2:20][N:21]2[CH2:26][CH2:25][O:24][CH2:23][C@H:22]2[C:27](=[O:28])[NH:35][CH2:36][CH2:37][OH:38])[NH:12][C:13]([C:15]2[S:16][CH:17]=[CH:18][N:19]=2)=[N:14]1. (7) Given the reactants [N+:1]([C:4]1[CH:9]=[CH:8][CH:7]=[CH:6][C:5]=1[C:10]1[N:11]=[C:12]2[N:16]([CH:17]=1)[C:15]([CH2:18]O)=[CH:14][S:13]2)([O-:3])=[O:2].S(Cl)([Cl:22])=O, predict the reaction product. The product is: [Cl:22][CH2:18][C:15]1[N:16]2[CH:17]=[C:10]([C:5]3[CH:6]=[CH:7][CH:8]=[CH:9][C:4]=3[N+:1]([O-:3])=[O:2])[N:11]=[C:12]2[S:13][CH:14]=1. (8) Given the reactants [OH:1][C:2]1[CH:10]=[CH:9][CH:8]=[C:4]([C:5]([OH:7])=[O:6])[C:3]=1[NH2:11].Cl[C:13]([C:15]1[CH:33]=[CH:32][C:18]([CH2:19][N:20]([CH3:31])[C:21](=[O:30])[O:22][CH2:23][C:24]2[CH:29]=[CH:28][CH:27]=[CH:26][CH:25]=2)=[CH:17][CH:16]=1)=O.N1C=CC=CC=1.Cl.CC1C=CC(S(O)(=O)=O)=CC=1, predict the reaction product. The product is: [CH2:23]([O:22][C:21]([N:20]([CH2:19][C:18]1[CH:17]=[CH:16][C:15]([C:13]2[O:1][C:2]3[C:3](=[C:4]([C:5]([OH:7])=[O:6])[CH:8]=[CH:9][CH:10]=3)[N:11]=2)=[CH:33][CH:32]=1)[CH3:31])=[O:30])[C:24]1[CH:25]=[CH:26][CH:27]=[CH:28][CH:29]=1. (9) Given the reactants [CH2:1]1[C:7]2=[C:8]3[C:12](=[CH:13][CH:14]=[C:6]2[O:5][CH2:4][CH2:3][N:2]1C(OC(C)(C)C)=O)[NH:11][CH:10]=[CH:9]3.[H-].[Na+].CN(C=O)C.[CH:29]1[C:38]2[C:33](=[CH:34][CH:35]=[CH:36][CH:37]=2)[CH:32]=[CH:31][C:30]=1[S:39](Cl)(=[O:41])=[O:40], predict the reaction product. The product is: [CH:29]1[C:38]2[C:33](=[CH:34][CH:35]=[CH:36][CH:37]=2)[CH:32]=[CH:31][C:30]=1[S:39]([N:11]1[C:12]2[C:8](=[C:7]3[CH2:1][NH:2][CH2:3][CH2:4][O:5][C:6]3=[CH:14][CH:13]=2)[CH:9]=[CH:10]1)(=[O:40])=[O:41]. (10) Given the reactants [CH2:1]([O:3][C:4]([C:6]1[NH:7][C:8]2[C:13]([CH:14]=1)=[CH:12][C:11]([C:15]1[CH:16]=[N:17][CH:18]=[CH:19][CH:20]=1)=[CH:10][CH:9]=2)=[O:5])[CH3:2].[CH3:21][O:22][CH2:23][CH2:24]Br.[H][H], predict the reaction product. The product is: [CH2:1]([O:3][C:4]([C:6]1[NH:7][C:8]2[C:13]([CH:14]=1)=[CH:12][C:11]([CH:15]1[CH2:20][CH2:19][CH2:18][N:17]([CH2:24][CH2:23][O:22][CH3:21])[CH2:16]1)=[CH:10][CH:9]=2)=[O:5])[CH3:2].